This data is from Forward reaction prediction with 1.9M reactions from USPTO patents (1976-2016). The task is: Predict the product of the given reaction. (1) Given the reactants [Cl:1][C:2]1[CH:7]=[CH:6][C:5]([C:8]2[N:12]([CH:13]3[CH2:15][CH2:14]3)[C:11](=[O:16])[NH:10][CH:9]=2)=[CH:4][CH:3]=1.Br[CH:18]([CH3:24])[C:19]([O:21][CH2:22][CH3:23])=[O:20].C(=O)([O-])[O-].[Cs+].[Cs+], predict the reaction product. The product is: [Cl:1][C:2]1[CH:3]=[CH:4][C:5]([C:8]2[N:12]([CH:13]3[CH2:14][CH2:15]3)[C:11](=[O:16])[N:10]([CH:18]([CH3:24])[C:19]([O:21][CH2:22][CH3:23])=[O:20])[CH:9]=2)=[CH:6][CH:7]=1. (2) Given the reactants Cl.Cl.[F:3][C:4]1[CH:9]=[CH:8][C:7]([C@@H:10]2[CH2:14][N:13]([CH2:15][CH2:16][O:17][CH3:18])[CH2:12][C@H:11]2[NH2:19])=[CH:6][CH:5]=1.CCN(C(C)C)C(C)C.[CH3:29][N:30]1[CH:34]=[C:33]([C:35]2[C:39]([CH3:40])=[C:38]([NH:41][C:42](=O)[O:43]C3C=CC=CC=3)[N:37]([C:51]3[CH:56]=[CH:55][CH:54]=[CH:53][CH:52]=3)[N:36]=2)[CH:32]=[N:31]1, predict the reaction product. The product is: [CH3:29][N:30]1[CH:34]=[C:33]([C:35]2[C:39]([CH3:40])=[C:38]([NH:41][C:42]([NH:19][C@H:11]3[C@H:10]([C:7]4[CH:8]=[CH:9][C:4]([F:3])=[CH:5][CH:6]=4)[CH2:14][N:13]([CH2:15][CH2:16][O:17][CH3:18])[CH2:12]3)=[O:43])[N:37]([C:51]3[CH:56]=[CH:55][CH:54]=[CH:53][CH:52]=3)[N:36]=2)[CH:32]=[N:31]1. (3) Given the reactants [CH2:1]([O:8][C:9]1[CH:14]=[CH:13][C:12]([NH:15][C:16](=[NH:25])[C:17]2[CH:22]=[CH:21][C:20]([Cl:23])=[CH:19][C:18]=2[Cl:24])=[CH:11][CH:10]=1)[C:2]1[CH:7]=[CH:6][CH:5]=[CH:4][CH:3]=1.C(=O)([O-])[O-].[K+].[K+].[CH2:32]([O:34][C:35](=[O:41])[C:36](=O)[CH:37](Br)[CH3:38])[CH3:33], predict the reaction product. The product is: [CH2:32]([O:34][C:35]([C:36]1[N:25]=[C:16]([C:17]2[CH:22]=[CH:21][C:20]([Cl:23])=[CH:19][C:18]=2[Cl:24])[N:15]([C:12]2[CH:11]=[CH:10][C:9]([O:8][CH2:1][C:2]3[CH:7]=[CH:6][CH:5]=[CH:4][CH:3]=3)=[CH:14][CH:13]=2)[C:37]=1[CH3:38])=[O:41])[CH3:33]. (4) Given the reactants [CH3:1][O:2][C:3]1[CH:8]=[CH:7][C:6]([C:9]2[CH:14]=[CH:13][CH:12]=[CH:11][CH:10]=2)=[CH:5][CH:4]=1.[Cl:15][C:16]1[CH:17]=[C:18]2[C:22](=[CH:23][CH:24]=1)[NH:21][C:20](=[O:25])[C:19]2=[O:26], predict the reaction product. The product is: [Cl:15][C:16]1[CH:17]=[C:18]2[C:22](=[CH:23][CH:24]=1)[NH:21][C:20](=[O:25])[C:19]2([OH:26])[C:4]1[CH:5]=[C:6]([C:9]2[CH:10]=[CH:11][CH:12]=[CH:13][CH:14]=2)[CH:7]=[CH:8][C:3]=1[O:2][CH3:1]. (5) Given the reactants C([O:3][C:4](=[O:35])[CH2:5][CH2:6][C:7]1[CH:12]=[CH:11][CH:10]=[C:9]([N:13]2[C:17]([NH:18][C:19]([C:21]3[C:30]4[C:25](=[CH:26][CH:27]=[CH:28][CH:29]=4)[CH:24]=[CH:23][N:22]=3)=[O:20])=[CH:16][C:15]([C:31]([CH3:34])([CH3:33])[CH3:32])=[N:14]2)[CH:8]=1)C.[Li+].[OH-], predict the reaction product. The product is: [C:31]([C:15]1[CH:16]=[C:17]([NH:18][C:19]([C:21]2[C:30]3[C:25](=[CH:26][CH:27]=[CH:28][CH:29]=3)[CH:24]=[CH:23][N:22]=2)=[O:20])[N:13]([C:9]2[CH:8]=[C:7]([CH2:6][CH2:5][C:4]([OH:35])=[O:3])[CH:12]=[CH:11][CH:10]=2)[N:14]=1)([CH3:34])([CH3:32])[CH3:33]. (6) Given the reactants [Cl:1][C:2]1[CH:7]=[CH:6][CH:5]=[CH:4][C:3]=1[C:8]1[CH2:13][N:12](C)[CH2:11][CH2:10][CH:9]=1.ClC(OC(Cl)C)=O, predict the reaction product. The product is: [ClH:1].[Cl:1][C:2]1[CH:7]=[CH:6][CH:5]=[CH:4][C:3]=1[C:8]1[CH2:13][NH:12][CH2:11][CH2:10][CH:9]=1.